Dataset: Full USPTO retrosynthesis dataset with 1.9M reactions from patents (1976-2016). Task: Predict the reactants needed to synthesize the given product. (1) The reactants are: [F:1][C:2]1[CH:3]=[CH:4][C:5]([O:31]C)=[C:6]([C:8]([CH3:30])([CH3:29])[CH2:9][C:10]([C:25]([F:28])([F:27])[F:26])([OH:24])[CH2:11][NH:12][C:13]2[CH:22]=[CH:21][N:20]=[C:19]3[C:14]=2[CH:15]=[CH:16][C:17]([CH3:23])=[N:18]3)[CH:7]=1.B(Br)(Br)Br.C(Cl)Cl.CCCCCC.C(OCC)(=O)C. Given the product [F:1][C:2]1[CH:3]=[CH:4][C:5]([OH:31])=[C:6]([C:8]([CH3:29])([CH3:30])[CH2:9][C:10]([C:25]([F:26])([F:27])[F:28])([OH:24])[CH2:11][NH:12][C:13]2[CH:22]=[CH:21][N:20]=[C:19]3[C:14]=2[CH:15]=[CH:16][C:17]([CH3:23])=[N:18]3)[CH:7]=1, predict the reactants needed to synthesize it. (2) Given the product [BrH:15].[CH3:1][C:2]1[CH:8]=[CH:7][CH:6]=[C:5]([CH3:9])[C:3]=1[N:4]1[CH2:14][C:13]2[C:12](=[CH:19][CH:18]=[CH:17][CH:16]=2)[C:10]1=[NH:11], predict the reactants needed to synthesize it. The reactants are: [CH3:1][C:2]1[CH:8]=[CH:7][CH:6]=[C:5]([CH3:9])[C:3]=1[NH2:4].[C:10]([C:12]1[CH:19]=[CH:18][CH:17]=[CH:16][C:13]=1[CH2:14][Br:15])#[N:11]. (3) Given the product [Cl:1][C:2]1[CH:7]=[C:6]([Cl:8])[CH:5]=[CH:4][C:3]=1[C:13]1[CH:14]=[CH:15][C:16]([CH2:32][CH3:33])=[C:17]([CH:19]2[C:20](=[O:31])[C:21]([CH3:29])([CH3:30])[C:22](=[O:28])[C:23]([CH3:27])([CH3:26])[C:24]2=[O:25])[CH:18]=1, predict the reactants needed to synthesize it. The reactants are: [Cl:1][C:2]1[CH:7]=[C:6]([Cl:8])[CH:5]=[CH:4][C:3]=1B(O)O.Br[C:13]1[CH:14]=[CH:15][C:16]([CH2:32][CH3:33])=[C:17]([CH:19]2[C:24](=[O:25])[C:23]([CH3:27])([CH3:26])[C:22](=[O:28])[C:21]([CH3:30])([CH3:29])[C:20]2=[O:31])[CH:18]=1.P([O-])([O-])([O-])=O.[K+].[K+].[K+].Cl. (4) Given the product [CH:1]1([CH2:7][CH2:8][CH2:9][C@@H:10]([C:19]2[O:23][N:22]=[C:21]([CH2:24][O:25][CH:26]([CH3:32])[C:27]([O:29][CH2:30][CH3:31])=[O:28])[N:20]=2)[CH2:11][C:12]([OH:14])=[O:13])[CH2:6][CH2:5][CH2:4][CH2:3][CH2:2]1, predict the reactants needed to synthesize it. The reactants are: [CH:1]1([CH2:7][CH2:8][CH2:9][C@@H:10]([C:19]2[O:23][N:22]=[C:21]([CH2:24][O:25][CH:26]([CH3:32])[C:27]([O:29][CH2:30][CH3:31])=[O:28])[N:20]=2)[CH2:11][C:12]([O:14]C(C)(C)C)=[O:13])[CH2:6][CH2:5][CH2:4][CH2:3][CH2:2]1.FC(F)(F)C(O)=O. (5) Given the product [I:8][C:7]1[C:2]([S:12][CH2:9][CH2:10][CH3:11])=[N:3][CH:4]=[CH:5][CH:6]=1, predict the reactants needed to synthesize it. The reactants are: F[C:2]1[C:7]([I:8])=[CH:6][CH:5]=[CH:4][N:3]=1.[CH2:9]([SH:12])[CH2:10][CH3:11].C([O-])([O-])=O.[Cs+].[Cs+]. (6) Given the product [CH3:27][N:24]1[CH2:25][CH2:26][CH:22]([N:21]2[C:17]([C:15]3[S:14][C:10]4[N:11]=[CH:12][N:13]=[C:8]([NH2:7])[C:9]=4[CH:16]=3)=[C:18]([C:34]3[CH:39]=[CH:38][CH:37]=[CH:36][CH:35]=3)[N:19]=[CH:20]2)[CH2:23]1, predict the reactants needed to synthesize it. The reactants are: [H-].[Al+3].[Li+].[H-].[H-].[H-].[NH2:7][C:8]1[C:9]2[CH:16]=[C:15]([C:17]3[N:21]([CH:22]4[CH2:26][CH2:25][N:24]([C:27](OC(C)(C)C)=O)[CH2:23]4)[CH:20]=[N:19][C:18]=3[C:34]3[CH:39]=[CH:38][CH:37]=[CH:36][CH:35]=3)[S:14][C:10]=2[N:11]=[CH:12][N:13]=1.O. (7) Given the product [Cl:16][C:13]1[CH:14]=[CH:15][C:10]([C:5]2[CH:6]=[C:7]([CH2:8][NH2:9])[C:2]([C:22]#[C:21][Si:18]([CH3:20])([CH3:19])[CH3:17])=[N:3][CH:4]=2)=[CH:11][CH:12]=1, predict the reactants needed to synthesize it. The reactants are: Br[C:2]1[C:7]([CH2:8][NH2:9])=[CH:6][C:5]([C:10]2[CH:15]=[CH:14][C:13]([Cl:16])=[CH:12][CH:11]=2)=[CH:4][N:3]=1.[CH3:17][Si:18]([C:21]#[CH:22])([CH3:20])[CH3:19].